This data is from Catalyst prediction with 721,799 reactions and 888 catalyst types from USPTO. The task is: Predict which catalyst facilitates the given reaction. (1) Reactant: [I:1][C:2]1[NH:6][CH:5]=[N:4][CH:3]=1.[H-].[Na+].FC(F)(F)S(O[CH2:15][C:16]([F:19])([F:18])[F:17])(=O)=O. Product: [I:1][C:2]1[N:6]([CH2:15][C:16]([F:19])([F:18])[F:17])[CH:5]=[N:4][CH:3]=1. The catalyst class is: 1. (2) Reactant: [CH2:1]([N:3]([CH2:20][CH3:21])[C:4]1[CH:5]=[C:6]([OH:19])[C:7](=[CH:17][CH:18]=1)[CH:8]=[N:9][C:10]1[CH:15]=[CH:14][CH:13]=[CH:12][C:11]=1[NH2:16])[CH3:2].[CH:22](=O)[C:23]1[C:24](=[CH:26][CH:27]=[CH:28][CH:29]=1)[OH:25]. Product: [CH2:20]([N:3]([CH2:1][CH3:2])[C:4]1[CH:5]=[C:6]([OH:19])[C:7](=[CH:17][CH:18]=1)[CH:8]=[N:9][C:10]1[CH:15]=[CH:14][CH:13]=[CH:12][C:11]=1[N:16]=[CH:22][C:23]1[C:24](=[CH:26][CH:27]=[CH:28][CH:29]=1)[OH:25])[CH3:21]. The catalyst class is: 8. (3) Reactant: [CH2:1]([N:8]1[CH2:13][CH:12]([CH:14]([CH3:16])[CH3:15])[NH:11][CH2:10][C:9]1([CH3:18])[CH3:17])[C:2]1[CH:7]=[CH:6][CH:5]=[CH:4][CH:3]=1.[C:19](O[C:19]([O:21][C:22]([CH3:25])([CH3:24])[CH3:23])=[O:20])([O:21][C:22]([CH3:25])([CH3:24])[CH3:23])=[O:20]. Product: [C:22]([O:21][C:19]([N:11]1[CH2:10][C:9]([CH3:17])([CH3:18])[N:8]([CH2:1][C:2]2[CH:3]=[CH:4][CH:5]=[CH:6][CH:7]=2)[CH2:13][CH:12]1[CH:14]([CH3:15])[CH3:16])=[O:20])([CH3:25])([CH3:24])[CH3:23]. The catalyst class is: 2. (4) Reactant: [NH2:1][C:2]1[N:7]=[CH:6][C:5]([NH:8][C:9]([C:11]2[CH:12]=[C:13]([CH:17]=[CH:18][C:19]=2[CH3:20])[C:14]([OH:16])=O)=[O:10])=[CH:4][CH:3]=1.C(Cl)Cl.Cl.CN(C)CCCN=C=NCC.[NH2:36][CH2:37][CH:38]1[CH2:40][CH2:39]1. Product: [NH2:1][C:2]1[N:7]=[CH:6][C:5]([NH:8][C:9](=[O:10])[C:11]2[CH:12]=[C:13]([CH:17]=[CH:18][C:19]=2[CH3:20])[C:14]([NH:36][CH2:37][CH:38]2[CH2:40][CH2:39]2)=[O:16])=[CH:4][CH:3]=1. The catalyst class is: 3.